This data is from Reaction yield outcomes from USPTO patents with 853,638 reactions. The task is: Predict the reaction yield, written as a fraction of the theoretical maximum amount of product (1.0 means a 100% yield; for example, 0.34 means a 34% yield). (1) The reactants are [Br:1][C:2]1[CH:3]=[C:4]2[C:8](=[CH:9][CH:10]=1)[NH:7][C:6](=O)[C:5]2=[O:12].[OH-].[K+].BrC[C:17](=O)[C:18]([OH:20])=[O:19].Cl. The catalyst is O. The product is [Br:1][C:2]1[CH:3]=[C:4]2[C:8](=[CH:9][CH:10]=1)[N:7]=[CH:6][C:5]([OH:12])=[C:17]2[C:18]([OH:20])=[O:19]. The yield is 0.580. (2) The reactants are [NH:1]1[C:5]2[CH:6]=[CH:7][CH:8]=[CH:9][C:4]=2[N:3]=[C:2]1[CH2:10][N:11]1[CH2:17][C:16]2[CH:18]=[CH:19][C:20]([C:22]([O:24]C)=O)=[CH:21][C:15]=2[O:14][CH2:13][CH2:12]1.[NH2:26][OH:27].[OH-].[Na+]. The catalyst is C1COCC1.CO. The product is [NH:3]1[C:4]2[CH:9]=[CH:8][CH:7]=[CH:6][C:5]=2[N:1]=[C:2]1[CH2:10][N:11]1[CH2:17][C:16]2[CH:18]=[CH:19][C:20]([C:22]([NH:26][OH:27])=[O:24])=[CH:21][C:15]=2[O:14][CH2:13][CH2:12]1. The yield is 0.720. (3) The product is [F:1][C:2]1[CH:3]=[C:4]([CH:31]=[C:32]([F:34])[CH:33]=1)[CH2:5][C@H:6]([NH:23][C:24](=[O:30])[CH3:35])[C@H:7]([OH:22])[CH2:8][NH:9][C:10]1([CH3:21])[C:19]2[C:14](=[CH:15][CH:16]=[C:17]([I:20])[CH:18]=2)[O:13][CH2:12][CH2:11]1. The yield is 0.840. The reactants are [F:1][C:2]1[CH:3]=[C:4]([CH:31]=[C:32]([F:34])[CH:33]=1)[CH2:5][C@H:6]([NH:23][C:24](=[O:30])OC(C)(C)C)[C@H:7]([OH:22])[CH2:8][NH:9][C:10]1([CH3:21])[C:19]2[C:14](=[CH:15][CH:16]=[C:17]([I:20])[CH:18]=2)[O:13][CH2:12][CH2:11]1.[C:35](O)(C(F)(F)F)=O.C(Cl)Cl.CCN(CC)CC.C(C1NC=CN=1)(=O)C. The catalyst is C(Cl)Cl. (4) The reactants are [F:1][C:2]1[CH:3]=[C:4]([CH:38]=[C:39]([F:41])[CH:40]=1)[CH2:5][C:6]1[CH:7]=[C:8]2[C:12](=[CH:13][CH:14]=1)[NH:11][N:10]=[C:9]2[NH:15][C:16](=[O:37])[C:17]1[CH:22]=[CH:21][C:20]([N:23]2[CH2:28][CH2:27][N:26]([CH3:29])[CH2:25][CH2:24]2)=[CH:19][C:18]=1[NH:30][CH:31]1[CH2:36][CH2:35][O:34][CH2:33][CH2:32]1.Cl[C:43]([O:45][CH2:46][CH3:47])=[O:44]. The catalyst is O1CCCC1.O.CCOC(C)=O. The product is [F:1][C:2]1[CH:3]=[C:4]([CH:38]=[C:39]([F:41])[CH:40]=1)[CH2:5][C:6]1[CH:7]=[C:8]2[C:12](=[CH:13][CH:14]=1)[N:11]([C:43]([O:45][CH2:46][CH3:47])=[O:44])[N:10]=[C:9]2[NH:15][C:16]([C:17]1[CH:22]=[CH:21][C:20]([N:23]2[CH2:28][CH2:27][N:26]([CH3:29])[CH2:25][CH2:24]2)=[CH:19][C:18]=1[NH:30][CH:31]1[CH2:32][CH2:33][O:34][CH2:35][CH2:36]1)=[O:37]. The yield is 0.620.